Dataset: Full USPTO retrosynthesis dataset with 1.9M reactions from patents (1976-2016). Task: Predict the reactants needed to synthesize the given product. Given the product [C:7]([O:9][C@H:26]([C:25](=[O:29])[N:24]([CH2:30][CH3:31])[CH2:22][CH3:23])[CH3:27])(=[O:8])/[CH:6]=[CH:5]/[C:3]([O:2][CH3:1])=[O:4], predict the reactants needed to synthesize it. The reactants are: [CH3:1][O:2][C:3](/[CH:5]=[CH:6]/[C:7]([OH:9])=[O:8])=[O:4].CCN=C=NCCCN(C)C.Cl.[CH2:22]([N:24]([CH2:30][CH3:31])[C:25](=[O:29])[C@@H:26](O)[CH3:27])[CH3:23].